From a dataset of Full USPTO retrosynthesis dataset with 1.9M reactions from patents (1976-2016). Predict the reactants needed to synthesize the given product. (1) Given the product [Cl:41][C:15]1[CH:16]=[C:17]2[N:22]=[C:21]([O:23][C@@H:24]3[CH2:25][O:26][C@@H:27]4[C@H:31]([OH:32])[CH2:30][O:29][C@H:28]34)[N:20]([CH2:33][O:34][CH2:35][CH2:36][Si:37]([CH3:40])([CH3:39])[CH3:38])[C:18]2=[N:19][C:14]=1[C:11]1[CH:12]=[CH:13][C:8]([C:5]2[CH:6]=[CH:7][C:2]([N:47]=[S:45]([CH:42]([CH3:44])[CH3:43])([CH3:48])=[O:46])=[CH:3][CH:4]=2)=[CH:9][CH:10]=1, predict the reactants needed to synthesize it. The reactants are: Br[C:2]1[CH:7]=[CH:6][C:5]([C:8]2[CH:13]=[CH:12][C:11]([C:14]3[N:19]=[C:18]4[N:20]([CH2:33][O:34][CH2:35][CH2:36][Si:37]([CH3:40])([CH3:39])[CH3:38])[C:21]([O:23][C@H:24]5[C@H:28]6[O:29][CH2:30][C@@H:31]([OH:32])[C@H:27]6[O:26][CH2:25]5)=[N:22][C:17]4=[CH:16][C:15]=3[Cl:41])=[CH:10][CH:9]=2)=[CH:4][CH:3]=1.[CH:42]([S:45]([CH3:48])(=[NH:47])=[O:46])([CH3:44])[CH3:43]. (2) Given the product [OH:1][CH:2]([C:12]1[S:13][C:14]([C:17]2[CH:22]=[C:21]([NH:23][C:24]3[N:29]=[C:28]([C:30]([F:33])([F:32])[F:31])[CH:27]=[CH:26][N:25]=3)[CH:20]=[C:19]([CH3:34])[CH:18]=2)=[CH:15][N:16]=1)[C@@H:3]1[CH2:4][CH2:5][C@H:6]([C:9]([NH2:45])=[O:10])[CH2:7][CH2:8]1, predict the reactants needed to synthesize it. The reactants are: [OH:1][CH:2]([C:12]1[S:13][C:14]([C:17]2[CH:22]=[C:21]([NH:23][C:24]3[N:29]=[C:28]([C:30]([F:33])([F:32])[F:31])[CH:27]=[CH:26][N:25]=3)[CH:20]=[C:19]([CH3:34])[CH:18]=2)=[CH:15][N:16]=1)[C@@H:3]1[CH2:8][CH2:7][C@H:6]([C:9](O)=[O:10])[CH2:5][CH2:4]1.C(Cl)CCl.C1C=CC2N(O)N=[N:45]C=2C=1.C(N(C(C)C)CC)(C)C.[Cl-].[NH4+]. (3) Given the product [Si:1]([O:8][CH2:9][C:10]1[CH:11]=[C:12]([CH2:18][O:19][CH:23]2[CH2:22][CH2:21][CH2:20][CH2:25][O:24]2)[N:13]=[N:14][C:15]=1[O:16][CH3:17])([C:4]([CH3:7])([CH3:5])[CH3:6])([CH3:3])[CH3:2], predict the reactants needed to synthesize it. The reactants are: [Si:1]([O:8][CH2:9][C:10]1[CH:11]=[C:12]([CH2:18][OH:19])[N:13]=[N:14][C:15]=1[O:16][CH3:17])([C:4]([CH3:7])([CH3:6])[CH3:5])([CH3:3])[CH3:2].[CH2:20]1[CH2:25][O:24][CH:23]=[CH:22][CH2:21]1.CC1C=CC(S([O-])(=O)=O)=CC=1.C1C=C[NH+]=CC=1. (4) Given the product [CH3:26][O:25][C:24]1[C:3](=[O:2])[C:4]([CH3:31])=[C:5]([CH2:6][C:7]2[CH:8]=[CH:9][C:10]([C:16]3[CH:17]=[CH:18][CH:19]=[CH:20][CH:21]=3)=[C:11]([CH:15]=2)[C:12]([OH:14])=[O:13])[C:22](=[O:29])[C:23]=1[O:27][CH3:28], predict the reactants needed to synthesize it. The reactants are: C[O:2][C:3]1[C:4]([CH3:31])=[C:5]([C:22]([O:29]C)=[C:23]([O:27][CH3:28])[C:24]=1[O:25][CH3:26])[CH2:6][C:7]1[CH:8]=[CH:9][C:10]([C:16]2[CH:21]=[CH:20][CH:19]=[CH:18][CH:17]=2)=[C:11]([CH:15]=1)[C:12]([OH:14])=[O:13].O=[N+]([O-])[O-].[O-][N+](=O)[O-].[O-][N+](=O)[O-].[O-][N+](=O)[O-].[O-][N+](=O)[O-].[O-][N+](=O)[O-].[Ce+4].[NH4+].[NH4+]. (5) Given the product [Cl:1][C:2]1[C:8]([N+:11]([O-:13])=[O:12])=[CH:7][C:5]([NH2:6])=[C:4]([O:9][CH3:10])[CH:3]=1, predict the reactants needed to synthesize it. The reactants are: [Cl:1][C:2]1[CH:8]=[CH:7][C:5]([NH2:6])=[C:4]([O:9][CH3:10])[CH:3]=1.[N+:11]([O-])([OH:13])=[O:12].NC(N)=N.C(=O)([O-])[O-].[Na+].[Na+]. (6) Given the product [CH3:1][O:2][C:3]([C:5]1[N:6]=[C:7]([C@@H:10]2[CH2:15][N:14]3[CH2:16][CH2:17][CH2:18][C@@H:13]3[CH2:12][N:11]2[C:19]([O:21][C:22]([CH3:25])([CH3:24])[CH3:23])=[O:20])[O:8][CH:9]=1)=[O:4], predict the reactants needed to synthesize it. The reactants are: [CH3:1][O:2][C:3]([CH:5]1[CH2:9][O:8][C:7]([C@@H:10]2[CH2:15][N:14]3[CH2:16][CH2:17][CH2:18][C@@H:13]3[CH2:12][N:11]2[C:19]([O:21][C:22]([CH3:25])([CH3:24])[CH3:23])=[O:20])=[N:6]1)=[O:4].N12CCCN=C1CCCCC2.BrC(Cl)(Cl)Cl. (7) Given the product [C:30]1([CH:7]([C:1]2[CH:2]=[CH:3][CH:4]=[CH:5][CH:6]=2)[O:8][CH2:9][CH2:10][N:11]2[CH2:16][CH2:15][N:14]([CH2:17][CH2:18][CH2:19][C:20]3[CH:21]=[CH:22][C:23]([NH2:26])=[CH:24][CH:25]=3)[CH2:13][CH2:12]2)[CH:31]=[CH:32][CH:33]=[CH:34][CH:35]=1, predict the reactants needed to synthesize it. The reactants are: [C:1]1([CH:7]([C:30]2[CH:35]=[CH:34][CH:33]=[CH:32][CH:31]=2)[O:8][CH2:9][CH2:10][N:11]2[CH2:16][CH2:15][N:14]([C:17](=O)[CH2:18][CH2:19][C:20]3[CH:25]=[CH:24][C:23]([N+:26]([O-])=O)=[CH:22][CH:21]=3)[CH2:13][CH2:12]2)[CH:6]=[CH:5][CH:4]=[CH:3][CH:2]=1.O.O.[Sn](Cl)Cl.C(=O)([O-])[O-].[Na+].[Na+]. (8) Given the product [C:26]1([C:25]([N:4]2[CH2:3][CH2:2][N:1]([C:7]3[CH:14]=[CH:13][C:12]([O:15][CH2:16][CH2:17][CH2:18][N:19]4[CH2:20][CH2:21][CH2:22][CH2:23][CH2:24]4)=[CH:11][C:8]=3[C:9]#[N:10])[CH2:6][CH2:5]2)=[O:32])[CH:31]=[CH:30][CH:29]=[CH:28][CH:27]=1, predict the reactants needed to synthesize it. The reactants are: [N:1]1([C:7]2[CH:14]=[CH:13][C:12]([O:15][CH2:16][CH2:17][CH2:18][N:19]3[CH2:24][CH2:23][CH2:22][CH2:21][CH2:20]3)=[CH:11][C:8]=2[C:9]#[N:10])[CH2:6][CH2:5][NH:4][CH2:3][CH2:2]1.[C:25](O)(=[O:32])[C:26]1[CH:31]=[CH:30][CH:29]=[CH:28][CH:27]=1. (9) Given the product [C:1]([NH:9][CH2:10][CH:11]1[CH2:12][O:13][S:15](=[O:16])[O:14]1)(=[O:8])[C:2]1[CH:7]=[CH:6][CH:5]=[CH:4][CH:3]=1, predict the reactants needed to synthesize it. The reactants are: [C:1]([NH:9][CH2:10][C@H:11]([OH:14])[CH2:12][OH:13])(=[O:8])[C:2]1[CH:7]=[CH:6][CH:5]=[CH:4][CH:3]=1.[S:15](Cl)(Cl)=[O:16].C(N(CC)CC)C.Cl. (10) Given the product [CH2:1]1[CH:5]2[C@@H:6]3[CH:10]=[CH:9][C@H:8]([CH:4]2[CH:3]=[CH:2]1)[CH2:7]3, predict the reactants needed to synthesize it. The reactants are: [CH2:1]1[CH:5]2[CH:6]3[CH:10]=[CH:9][CH:8]([CH:4]2[CH:3]=[CH:2]1)[CH2:7]3.CCOP(SCSP(OCC)(OCC)=S)(OCC)=S.C1(P(C2C=CC=CC=2)C2C=CC=CC=2)C=CC=CC=1.